From a dataset of Full USPTO retrosynthesis dataset with 1.9M reactions from patents (1976-2016). Predict the reactants needed to synthesize the given product. (1) Given the product [OH:29][C:20]1[CH:19]=[C:18]2[C:23](=[C:22]3[CH2:24][C:25]([CH3:28])([CH3:27])[O:26][C:21]=13)[C:14]([C:10]1[CH:9]=[C:8]([C:7]3[NH:6][C:3]([CH3:4])([CH3:5])[C:2](=[O:34])[N:1]=3)[CH:13]=[CH:12][CH:11]=1)=[N:15][C:16]([CH3:31])([CH3:32])[CH2:17]2, predict the reactants needed to synthesize it. The reactants are: [NH2:1][C:2](=[O:34])[C:3]([NH:6][C:7](=O)[C:8]1[CH:13]=[CH:12][CH:11]=[C:10]([C:14]2[C:23]3[C:18](=[CH:19][C:20]([O:29]C)=[C:21]4[O:26][C:25]([CH3:28])([CH3:27])[CH2:24][C:22]4=3)[CH2:17][C:16]([CH3:32])([CH3:31])[N:15]=2)[CH:9]=1)([CH3:5])[CH3:4].ClC(Cl)(Cl)C(Cl)=O.[Cl-].[Al+3].[Cl-].[Cl-].[OH-].[Na+]. (2) Given the product [Br:1][C:2]1[CH:3]=[N:4][C:5]([O:8][C:9]2[CH:14]=[CH:13][CH:12]=[C:11]([CH2:15][Cl:19])[CH:10]=2)=[N:6][CH:7]=1, predict the reactants needed to synthesize it. The reactants are: [Br:1][C:2]1[CH:3]=[N:4][C:5]([O:8][C:9]2[CH:10]=[C:11]([CH2:15]O)[CH:12]=[CH:13][CH:14]=2)=[N:6][CH:7]=1.S(Cl)([Cl:19])=O.C1(C)C=CC=CC=1. (3) Given the product [SH:10][C:11]([CH3:16])([CH3:15])[C:12]([OH:14])=[O:13].[SH:10][C:11]([CH3:16])([CH3:15])[C:12]([OH:14])=[O:13].[SH:10][C:11]([CH3:16])([CH3:15])[C:12]([OH:14])=[O:13].[CH2:1]([C:3]([CH2:8][OH:9])([CH2:6][OH:7])[CH2:4][CH3:5])[OH:2], predict the reactants needed to synthesize it. The reactants are: [CH2:1]([C:3]([CH2:8][OH:9])([CH2:6][OH:7])[CH2:4][CH3:5])[OH:2].[SH:10][C:11]([CH3:16])([CH3:15])[C:12]([OH:14])=[O:13].CC1C=CC(S(O)(=O)=O)=CC=1.O.C(=O)([O-])O.[Na+]. (4) The reactants are: [CH2:1]([C:5]1([CH2:21][CH2:22][CH2:23][CH3:24])[C:17]2[CH:16]=[C:15]([N+:18]([O-:20])=[O:19])[CH:14]=[CH:13][C:12]=2[C:11]2[C:6]1=[CH:7][CH:8]=[CH:9][CH:10]=2)[CH2:2][CH2:3][CH3:4].[Cl-].[Al+3].[Cl-].[Cl-].[C:29](Cl)(=[O:31])[CH3:30].O. Given the product [CH2:1]([C:5]1([CH2:21][CH2:22][CH2:23][CH3:24])[C:6]2[CH:7]=[C:8]([C:29](=[O:31])[CH3:30])[CH:9]=[CH:10][C:11]=2[C:12]2[C:17]1=[CH:16][C:15]([N+:18]([O-:20])=[O:19])=[CH:14][CH:13]=2)[CH2:2][CH2:3][CH3:4], predict the reactants needed to synthesize it.